Dataset: Reaction yield outcomes from USPTO patents with 853,638 reactions. Task: Predict the reaction yield, written as a fraction of the theoretical maximum amount of product (1.0 means a 100% yield; for example, 0.34 means a 34% yield). (1) The reactants are [C:1]([C:5]1[CH:14]=[CH:13][C:12]([NH2:15])=[CH:11][C:6]=1[C:7](OC)=[O:8])([CH3:4])([CH3:3])[CH3:2].[H-].[H-].[H-].[H-].[Li+].[Al+3]. The catalyst is C1COCC1.O. The product is [C:1]([C:5]1[CH:14]=[CH:13][C:12]([NH2:15])=[CH:11][C:6]=1[CH2:7][OH:8])([CH3:4])([CH3:2])[CH3:3]. The yield is 0.200. (2) The reactants are [OH-].[Na+].[C:3]([O:7][C@@H:8]([C:15]1[C:16]([CH3:48])=[N:17][C:18]([CH3:47])=[C:19]([C:31]2[CH:36]=[CH:35][C:34]([O:37][CH2:38][CH2:39][C:40]3[CH:45]=[CH:44][C:43]([F:46])=[CH:42][CH:41]=3)=[CH:33][CH:32]=2)[C:20]=1[N:21]1[CH2:26][CH2:25][CH:24]([C:27]([F:30])([F:29])[F:28])[CH2:23][CH2:22]1)[C:9]([O:11]C(C)C)=[O:10])([CH3:6])([CH3:5])[CH3:4].Cl. The catalyst is C(O)C. The product is [C:3]([O:7][C@@H:8]([C:15]1[C:16]([CH3:48])=[N:17][C:18]([CH3:47])=[C:19]([C:31]2[CH:32]=[CH:33][C:34]([O:37][CH2:38][CH2:39][C:40]3[CH:41]=[CH:42][C:43]([F:46])=[CH:44][CH:45]=3)=[CH:35][CH:36]=2)[C:20]=1[N:21]1[CH2:22][CH2:23][CH:24]([C:27]([F:30])([F:29])[F:28])[CH2:25][CH2:26]1)[C:9]([OH:11])=[O:10])([CH3:6])([CH3:5])[CH3:4]. The yield is 0.890. (3) The reactants are [C:1]([C:5]1[C:10]2[CH2:11][CH2:12][O:13][C:9]=2[CH:8]=[CH:7][C:6]=1[OH:14])([CH3:4])([CH3:3])[CH3:2].CS([O-])(=O)=O.[OH-].[Na+]. The product is [C:1]([C:5]1[C:10]2[CH2:11][CH2:12][O:13][C:9]=2[C:8]([C:1]([CH3:4])([CH3:3])[CH3:2])=[CH:7][C:6]=1[OH:14])([CH3:4])([CH3:2])[CH3:3]. The yield is 0.480. The catalyst is C(O)(C)(C)C.C(Cl)(Cl)Cl. (4) The reactants are [C:1]([C@@H:9]1[CH2:14][C:13](=[O:15])[CH:12]=[CH:11][C@@H:10]1[CH2:16][C:17](=[O:24])[C:18]1[CH:23]=[CH:22][CH:21]=[CH:20][CH:19]=1)(=[O:8])[C:2]1[CH:7]=[CH:6][CH:5]=[CH:4][CH:3]=1.[BH4-].[Na+]. The catalyst is CO. The product is [C:1]([C@@H:9]1[CH2:14][C@H:13]([OH:15])[CH:12]=[CH:11][C@@H:10]1[CH2:16][C:17](=[O:24])[C:18]1[CH:19]=[CH:20][CH:21]=[CH:22][CH:23]=1)(=[O:8])[C:2]1[CH:3]=[CH:4][CH:5]=[CH:6][CH:7]=1. The yield is 0.750. (5) The reactants are [NH:1]1[CH2:6][CH2:5][CH:4]([CH2:7][CH2:8][O:9][C:10]2[CH:19]=[C:18]3[C:13]([C:14](=[O:28])[N:15]([CH2:20][O:21][C:22](=[O:27])[C:23]([CH3:26])([CH3:25])[CH3:24])[CH:16]=[N:17]3)=[CH:12][C:11]=2[O:29][CH3:30])[CH2:3][CH2:2]1.C=O.[C:33](O)(=O)C.C(O)(=O)C.C(O)(=O)C.C(O)(=O)C.[BH4-].[Na+]. The catalyst is CO.C(Cl)Cl. The product is [CH3:33][N:1]1[CH2:6][CH2:5][CH:4]([CH2:7][CH2:8][O:9][C:10]2[CH:19]=[C:18]3[C:13]([C:14](=[O:28])[N:15]([CH2:20][O:21][C:22](=[O:27])[C:23]([CH3:26])([CH3:24])[CH3:25])[CH:16]=[N:17]3)=[CH:12][C:11]=2[O:29][CH3:30])[CH2:3][CH2:2]1. The yield is 0.680. (6) The reactants are O[C@@H]1CCN([C:24]([C:25]2[CH:30]=[CH:29][C:28](OC(F)(F)F)=[CH:27][CH:26]=2)=O)[C@H]1C(NO[CH2:24][C:25]1[CH:30]=[CH:29][CH:28]=[CH:27][CH:26]=1)=O.CCN=C=N[CH2:36][CH2:37][CH2:38]N(C)C.[CH:42]1[CH:43]=[CH:44][C:45]2N(O)N=N[C:46]=2[CH:47]=1.COC(=O)[CH:55]([NH:65][C:66](=[O:84])[C:67]1[CH:72]=[CH:71][C:70]([C:73]#[C:74]C#CC2C=CC(N)=CC=2)=[CH:69][CH:68]=1)[CH2:56][NH:57]C(OC(C)(C)C)=O.CCN(C(C)C)[CH:89]([CH3:91])[CH3:90]. The catalyst is CN(C=O)C.CCOC(C)=O. The product is [C:24]([CH:56]([NH2:57])[CH2:55][NH:65][C:66](=[O:84])[C:67]1[CH:68]=[CH:69][C:70]([C:73]#[CH:74])=[CH:71][CH:72]=1)([C:25]1[CH:26]=[CH:27][CH:28]=[CH:29][CH:30]=1)([C:36]1[CH:37]=[CH:38][CH:91]=[CH:89][CH:90]=1)[C:46]1[CH:45]=[CH:44][CH:43]=[CH:42][CH:47]=1. The yield is 0.970. (7) The reactants are [N+:1]([C:4]1[CH:5]=[C:6]([CH:9]=[CH:10][CH:11]=1)[CH2:7]Br)([O-:3])=[O:2].C(=O)([O-])[O-].[K+].[K+].Cl.[CH2:19]([O:21][C:22](=[O:32])[C@H:23]([CH2:25][C:26]1[CH:31]=[CH:30][CH:29]=[CH:28][CH:27]=1)[NH2:24])[CH3:20]. The catalyst is CN(C=O)C. The product is [CH2:19]([O:21][C:22](=[O:32])[C@@H:23]([NH:24][CH2:7][C:6]1[CH:9]=[CH:10][CH:11]=[C:4]([N+:1]([O-:3])=[O:2])[CH:5]=1)[CH2:25][C:26]1[CH:31]=[CH:30][CH:29]=[CH:28][CH:27]=1)[CH3:20]. The yield is 0.240. (8) The reactants are [Br:1][C:2]1[CH:3]=[C:4]([C:8]2([C:16]3[CH:21]=[CH:20][CH:19]=[C:18]([OH:22])[CH:17]=3)[NH:12][C:11](=[S:13])[N:10]([CH3:14])[C:9]2=[O:15])[CH:5]=[CH:6][CH:7]=1.[CH3:23][CH:24]([S:26](Cl)(=[O:28])=[O:27])[CH3:25]. No catalyst specified. The product is [CH3:23][CH:24]([S:26]([O:22][C:18]1[CH:19]=[CH:20][CH:21]=[C:16]([C:8]2([C:4]3[CH:5]=[CH:6][CH:7]=[C:2]([Br:1])[CH:3]=3)[C:9](=[O:15])[N:10]([CH3:14])[C:11](=[S:13])[NH:12]2)[CH:17]=1)(=[O:28])=[O:27])[CH3:25]. The yield is 0.550. (9) The reactants are [OH-].[K+].C[Si]([C:7]#[C:8][C:9]1[CH:23]=[CH:22][C:12]([N:13]([CH2:18][CH2:19][CH2:20][CH3:21])[CH2:14][CH2:15][CH2:16][CH3:17])=[CH:11][CH:10]=1)(C)C.O. The catalyst is CO. The product is [C:8]([C:9]1[CH:23]=[CH:22][C:12]([N:13]([CH2:18][CH2:19][CH2:20][CH3:21])[CH2:14][CH2:15][CH2:16][CH3:17])=[CH:11][CH:10]=1)#[CH:7]. The yield is 1.00.